This data is from CYP3A4 inhibition data for predicting drug metabolism from PubChem BioAssay. The task is: Regression/Classification. Given a drug SMILES string, predict its absorption, distribution, metabolism, or excretion properties. Task type varies by dataset: regression for continuous measurements (e.g., permeability, clearance, half-life) or binary classification for categorical outcomes (e.g., BBB penetration, CYP inhibition). Dataset: cyp3a4_veith. The drug is COc1ccc(NC(=O)c2ccc(COc3ccccc3)o2)cc1. The result is 1 (inhibitor).